Dataset: Peptide-MHC class I binding affinity with 185,985 pairs from IEDB/IMGT. Task: Regression. Given a peptide amino acid sequence and an MHC pseudo amino acid sequence, predict their binding affinity value. This is MHC class I binding data. (1) The peptide sequence is FYKRKAMAW. The MHC is HLA-B44:02 with pseudo-sequence HLA-B44:02. The binding affinity (normalized) is 0.0847. (2) The peptide sequence is DIIRAHPWF. The MHC is HLA-B44:02 with pseudo-sequence HLA-B44:02. The binding affinity (normalized) is 0.0847.